Dataset: Full USPTO retrosynthesis dataset with 1.9M reactions from patents (1976-2016). Task: Predict the reactants needed to synthesize the given product. (1) Given the product [N:64]([CH:12]([C:11]1[CH:15]=[CH:16][CH:17]=[CH:18][C:10]=1[C:3]1[C:4]2[CH:9]=[CH:8][CH:7]=[CH:6][C:5]=2[O:1][N:2]=1)[CH3:13])=[N+:65]=[N-:66], predict the reactants needed to synthesize it. The reactants are: [O:1]1[C:5]2[CH:6]=[CH:7][CH:8]=[CH:9][C:4]=2[C:3]([C:10]2[CH:18]=[CH:17][CH:16]=[CH:15][C:11]=2[CH:12](O)[CH3:13])=[N:2]1.C1(P(C2C=CC=CC=2)C2C=CC=CC=2)C=CC=CC=1.N(C(OCC)=O)=NC(OCC)=O.C1(P([N:64]=[N+:65]=[N-:66])(C2C=CC=CC=2)=O)C=CC=CC=1. (2) The reactants are: C(O)C(N)(CO)CO.C(N(CC(O)=O)CC(O)=O)CN(CC(O)=O)CC(O)=O.[Na+].[Cl-].C=C(O[C@H:37]1[C@H:42]([OH:43])[CH:41]=[CH:40][C:39]([C:44]([O-:46])=[O:45])=[CH:38]1)C([O-])=O.[Ba+2]. Given the product [CH:40]1[C:39]([C:44]([OH:46])=[O:45])=[CH:38][CH:37]=[C:42]([OH:43])[CH:41]=1, predict the reactants needed to synthesize it.